From a dataset of Full USPTO retrosynthesis dataset with 1.9M reactions from patents (1976-2016). Predict the reactants needed to synthesize the given product. (1) The reactants are: [CH2:1]([NH:8][CH2:9][CH2:10][N:11]1[CH:20]([CH2:21][C:22]2[CH:27]=[CH:26][CH:25]=[CH:24][CH:23]=2)[CH2:19][C:18]2[C:13](=[CH:14][CH:15]=[CH:16][CH:17]=2)[CH2:12]1)[C:2]1[CH:7]=[CH:6][CH:5]=[CH:4][CH:3]=1.[CH2:28]=O. Given the product [CH2:1]([N:8]([CH3:28])[CH2:9][CH2:10][N:11]1[CH:20]([CH2:21][C:22]2[CH:27]=[CH:26][CH:25]=[CH:24][CH:23]=2)[CH2:19][C:18]2[C:13](=[CH:14][CH:15]=[CH:16][CH:17]=2)[CH2:12]1)[C:2]1[CH:3]=[CH:4][CH:5]=[CH:6][CH:7]=1, predict the reactants needed to synthesize it. (2) Given the product [CH3:21][C:22]1([CH3:38])[C:26]([CH3:28])([CH3:27])[O:25][B:24]([C:2]2[CH:3]=[CH:4][C:5]([C:8]([NH:10][C:11]3[CH:16]=[C:15]([C:17]([F:20])([F:19])[F:18])[CH:14]=[CH:13][N:12]=3)=[O:9])=[N:6][CH:7]=2)[O:23]1, predict the reactants needed to synthesize it. The reactants are: Br[C:2]1[CH:3]=[CH:4][C:5]([C:8]([NH:10][C:11]2[CH:16]=[C:15]([C:17]([F:20])([F:19])[F:18])[CH:14]=[CH:13][N:12]=2)=[O:9])=[N:6][CH:7]=1.[CH3:21][C:22]1([CH3:38])[C:26]([CH3:28])([CH3:27])[O:25][B:24]([B:24]2[O:25][C:26]([CH3:28])([CH3:27])[C:22]([CH3:38])([CH3:21])[O:23]2)[O:23]1.C([O-])(=O)C.[K+]. (3) Given the product [F:25][C:26]1[CH:34]=[CH:33][C:29]([C:30]([NH:1][C:4]2[CH:13]=[CH:12][CH:11]=[C:10]3[C:5]=2[CH:6]=[CH:7][C:8]([NH:15][C@H:16]2[C:24]4[C:19](=[CH:20][CH:21]=[CH:22][CH:23]=4)[CH2:18][CH2:17]2)=[N:9]3)=[O:31])=[CH:28][CH:27]=1, predict the reactants needed to synthesize it. The reactants are: [N+:1]([C:4]1[CH:13]=[CH:12][CH:11]=[C:10]2[C:5]=1[CH:6]=[CH:7][C:8](Cl)=[N:9]2)([O-])=O.[NH2:15][C@H:16]1[C:24]2[C:19](=[CH:20][CH:21]=[CH:22][CH:23]=2)[CH2:18][CH2:17]1.[F:25][C:26]1[CH:34]=[CH:33][C:29]([C:30](Cl)=[O:31])=[CH:28][CH:27]=1. (4) Given the product [Br:1][C:2]1[CH:10]=[C:9]([F:11])[C:5]([C:6]2[S:17][C:15]([NH2:16])=[N:13][N:14]=2)=[C:4]([F:12])[CH:3]=1, predict the reactants needed to synthesize it. The reactants are: [Br:1][C:2]1[CH:10]=[C:9]([F:11])[C:5]([C:6](O)=O)=[C:4]([F:12])[CH:3]=1.[NH:13]([C:15](=[S:17])[NH2:16])[NH2:14].O=P(Cl)(Cl)Cl. (5) Given the product [CH3:15][O:3][CH2:4][C:5]1[CH2:13][C:9]2[S:10][CH:11]=[CH:12][C:8]=2[C:7](=[O:14])[CH:6]=1, predict the reactants needed to synthesize it. The reactants are: [H-].[Na+].[OH:3][CH2:4][CH:5]1[CH2:13][C:9]2[S:10][CH:11]=[CH:12][C:8]=2[C:7](=[O:14])[CH2:6]1.[CH3:15]I.O. (6) Given the product [CH3:17][C:16]1[CH:15]=[C:14]([CH3:18])[NH:13][C:12](=[O:19])[C:11]=1[CH2:10][NH:9][C:7]([C:6]1[CH:20]=[C:2]([C:42]2[CH:43]=[CH:44][C:45]([CH2:46][N:47]3[CH2:52][CH2:51][O:50][CH2:49][CH2:48]3)=[CH:53][CH:54]=2)[CH:3]=[C:4]([N:22]([CH:28]2[CH2:33][CH2:32][O:31][CH2:30][CH2:29]2)[CH2:23][C:24]([F:27])([F:26])[F:25])[C:5]=1[CH3:21])=[O:8], predict the reactants needed to synthesize it. The reactants are: Br[C:2]1[CH:3]=[C:4]([N:22]([CH:28]2[CH2:33][CH2:32][O:31][CH2:30][CH2:29]2)[CH2:23][C:24]([F:27])([F:26])[F:25])[C:5]([CH3:21])=[C:6]([CH:20]=1)[C:7]([NH:9][CH2:10][C:11]1[C:12](=[O:19])[NH:13][C:14]([CH3:18])=[CH:15][C:16]=1[CH3:17])=[O:8].CC1(C)C(C)(C)OB([C:42]2[CH:54]=[CH:53][C:45]([CH2:46][N:47]3[CH2:52][CH2:51][O:50][CH2:49][CH2:48]3)=[CH:44][CH:43]=2)O1.C([O-])([O-])=O.[Na+].[Na+]. (7) Given the product [CH2:1]([O:8][C:9]1[CH:10]=[C:11]([O:12][Si:13]([C:16]([CH3:18])([CH3:17])[CH3:19])([CH3:14])[CH3:15])[CH:20]=[CH:21][C:22]=1[NH2:23])[C:2]1[CH:3]=[CH:4][CH:5]=[CH:6][CH:7]=1, predict the reactants needed to synthesize it. The reactants are: [CH2:1]([O:8][C:9]1[CH:10]=[C:11]([CH:20]=[CH:21][C:22]=1[N+:23]([O-])=O)[O:12][Si:13]([C:16]([CH3:19])([CH3:18])[CH3:17])([CH3:15])[CH3:14])[C:2]1[CH:7]=[CH:6][CH:5]=[CH:4][CH:3]=1.